Dataset: NCI-60 drug combinations with 297,098 pairs across 59 cell lines. Task: Regression. Given two drug SMILES strings and cell line genomic features, predict the synergy score measuring deviation from expected non-interaction effect. (1) Drug 1: CCC1(CC2CC(C3=C(CCN(C2)C1)C4=CC=CC=C4N3)(C5=C(C=C6C(=C5)C78CCN9C7C(C=CC9)(C(C(C8N6C=O)(C(=O)OC)O)OC(=O)C)CC)OC)C(=O)OC)O.OS(=O)(=O)O. Drug 2: CCN(CC)CCCC(C)NC1=C2C=C(C=CC2=NC3=C1C=CC(=C3)Cl)OC. Cell line: COLO 205. Synergy scores: CSS=11.9, Synergy_ZIP=6.10, Synergy_Bliss=8.25, Synergy_Loewe=0.592, Synergy_HSA=2.12. (2) Drug 1: CC1=C(C=C(C=C1)NC(=O)C2=CC=C(C=C2)CN3CCN(CC3)C)NC4=NC=CC(=N4)C5=CN=CC=C5. Drug 2: CC12CCC3C(C1CCC2OP(=O)(O)O)CCC4=C3C=CC(=C4)OC(=O)N(CCCl)CCCl.[Na+]. Cell line: CAKI-1. Synergy scores: CSS=-10.1, Synergy_ZIP=3.24, Synergy_Bliss=0.603, Synergy_Loewe=-6.49, Synergy_HSA=-6.02. (3) Drug 2: CC12CCC3C(C1CCC2=O)CC(=C)C4=CC(=O)C=CC34C. Synergy scores: CSS=30.0, Synergy_ZIP=1.49, Synergy_Bliss=-1.29, Synergy_Loewe=-22.4, Synergy_HSA=-3.12. Drug 1: CC1=C(C=C(C=C1)NC2=NC=CC(=N2)N(C)C3=CC4=NN(C(=C4C=C3)C)C)S(=O)(=O)N.Cl. Cell line: BT-549. (4) Drug 1: CC(CN1CC(=O)NC(=O)C1)N2CC(=O)NC(=O)C2. Drug 2: CC1C(C(CC(O1)OC2CC(OC(C2O)C)OC3=CC4=CC5=C(C(=O)C(C(C5)C(C(=O)C(C(C)O)O)OC)OC6CC(C(C(O6)C)O)OC7CC(C(C(O7)C)O)OC8CC(C(C(O8)C)O)(C)O)C(=C4C(=C3C)O)O)O)O. Cell line: KM12. Synergy scores: CSS=32.5, Synergy_ZIP=8.15, Synergy_Bliss=9.27, Synergy_Loewe=14.6, Synergy_HSA=12.7. (5) Drug 1: C(CC(=O)O)C(=O)CN.Cl. Drug 2: C1C(C(OC1N2C=NC3=C2NC=NCC3O)CO)O. Cell line: NCI-H226. Synergy scores: CSS=12.5, Synergy_ZIP=-4.38, Synergy_Bliss=-3.33, Synergy_Loewe=-1.27, Synergy_HSA=-4.06. (6) Drug 1: CS(=O)(=O)C1=CC(=C(C=C1)C(=O)NC2=CC(=C(C=C2)Cl)C3=CC=CC=N3)Cl. Drug 2: C1=C(C(=O)NC(=O)N1)F. Cell line: PC-3. Synergy scores: CSS=31.7, Synergy_ZIP=-2.66, Synergy_Bliss=1.34, Synergy_Loewe=-4.56, Synergy_HSA=1.12. (7) Drug 1: C1=C(C(=O)NC(=O)N1)F. Drug 2: CC=C1C(=O)NC(C(=O)OC2CC(=O)NC(C(=O)NC(CSSCCC=C2)C(=O)N1)C(C)C)C(C)C. Cell line: NCI-H322M. Synergy scores: CSS=67.2, Synergy_ZIP=9.78, Synergy_Bliss=10.4, Synergy_Loewe=13.6, Synergy_HSA=14.2. (8) Drug 1: C1=C(C(=O)NC(=O)N1)N(CCCl)CCCl. Drug 2: CN1C2=C(C=C(C=C2)N(CCCl)CCCl)N=C1CCCC(=O)O.Cl. Cell line: NCI/ADR-RES. Synergy scores: CSS=13.0, Synergy_ZIP=-7.74, Synergy_Bliss=-7.96, Synergy_Loewe=-17.2, Synergy_HSA=-8.62.